From a dataset of Reaction yield outcomes from USPTO patents with 853,638 reactions. Predict the reaction yield, written as a fraction of the theoretical maximum amount of product (1.0 means a 100% yield; for example, 0.34 means a 34% yield). The yield is 0.731. The product is [OH:23][C:6]1[C:7](=[O:8])[N:9]([C:10]2[CH:15]=[CH:14][C:13]([O:16][CH2:17][C:18]([OH:21])([CH3:19])[CH3:20])=[C:12]([CH3:22])[CH:11]=2)[CH:3]=[CH:4][N:5]=1. The reactants are CO[CH:3](OC)[CH2:4][NH:5][C:6](=[O:23])[C:7]([NH:9][C:10]1[CH:15]=[CH:14][C:13]([O:16][CH2:17][C:18]([OH:21])([CH3:20])[CH3:19])=[C:12]([CH3:22])[CH:11]=1)=[O:8].C(O)(C(F)(F)F)=O. The catalyst is CC(O)=O.